This data is from Reaction yield outcomes from USPTO patents with 853,638 reactions. The task is: Predict the reaction yield, written as a fraction of the theoretical maximum amount of product (1.0 means a 100% yield; for example, 0.34 means a 34% yield). (1) The reactants are [CH3:1]N(C)C1C=CN=C2C=1C=CN2.[C:13]1([C:18]2[NH:29][C:21]3=N[CH:23]=[CH:24][C:25](N(C)C)=[C:20]3[CH:19]=2)[CH2:17][CH2:16][CH2:15]C=1.C1(=O)NC(=O)C=C1.[Br-].[Yb+3].[Br-].[Br-]. The catalyst is C1(C)C=CC=CC=1. The product is [CH2:1]1[C:21]2[NH:29][C:18]3[C:19](=[CH:15][CH:16]=[CH:17][CH:13]=3)[C:20]=2[CH2:25][CH2:24][CH2:23]1. The yield is 0.880. (2) The reactants are Cl[C:2]1[C:7]([N+:8]([O-])=O)=[C:6]([C:11]2[CH:16]=[CH:15][CH:14]=[CH:13][C:12]=2[CH3:17])[N:5]=[CH:4][N:3]=1.[H][H]. The catalyst is [Pd].C(O)C. The product is [C:12]1([CH3:17])[CH:13]=[CH:14][CH:15]=[CH:16][C:11]=1[C:6]1[C:7]([NH2:8])=[CH:2][N:3]=[CH:4][N:5]=1. The yield is 0.780.